This data is from Full USPTO retrosynthesis dataset with 1.9M reactions from patents (1976-2016). The task is: Predict the reactants needed to synthesize the given product. Given the product [F:32][C:27]1[CH:26]=[CH:25][CH:24]=[C:42]2[C:43]=1[CH:40]=[CH:39][N:41]2[C@H:44]([CH3:45])[C:49]([NH:47][C:46]1[CH:5]=[CH:4][C:3]([S:1](=[O:2])(=[O:10])[NH2:11])=[CH:8][CH:7]=1)=[O:50], predict the reactants needed to synthesize it. The reactants are: [S:1]([NH2:11])(=[O:10])([C:3]1[CH:8]=[CH:7]C(N)=[CH:5][CH:4]=1)=[O:2].CN([P+](ON1N=NC2[C:24]1=[CH:25][CH:26]=[CH:27]C=2)(N(C)C)N(C)C)C.[F:32][P-](F)(F)(F)(F)F.[CH2:39]([N:41]([CH2:44][CH3:45])[CH2:42][CH3:43])[CH3:40].[CH3:46][N:47]([CH:49]=[O:50])C.